From a dataset of Experimentally validated miRNA-target interactions with 360,000+ pairs, plus equal number of negative samples. Binary Classification. Given a miRNA mature sequence and a target amino acid sequence, predict their likelihood of interaction. (1) The miRNA is mmu-miR-410-3p with sequence AAUAUAACACAGAUGGCCUGU. The protein sequence of the target gene is MPLSLGAEMWGPEAWLRLLFLASFTGQYSAGELETSDVVTVVLGQDAKLPCFYRGDPDEQVGQVAWARVDPNEGIRELALLHSKYGLHVNPAYEDRVEQPPPPRDPLDGSVLLRNAVQADEGEYECRVSTFPAGSFQARMRLRVLVPPLPSLNPGPPLEEGQGLTLAASCTAEGSPAPSVTWDTEVKGTQSSRSFTHPRSAAVTSEFHLVPSRSMNGQPLTCVVSHPGLLQDRRITHTLQVAFLAEASVRGLEDQNLWQVGREGATLKCLSEGQPPPKYNWTRLDGPLPSGVRVKGDTLG.... Result: 0 (no interaction). (2) Result: 0 (no interaction). The protein sequence of the target gene is MAGGPPKALPSTGPQSLRDMPHPLAGSSSEEAVGGDSTPSPDLLMARSFGDKDLILPNGGTPAGTASPASSSSLLNRLQLDDDIDGEARDLFVTVDDPKKHVCTMETYITYRITTKSTRVEFDLPEYSVRRRYQDFDWLRNKLEESQPTHLIPPLPEKFVVKGVVDRFSEEFVETRRKALDKFLKRITDHPVLSFNEHFNVFLTAKDLNAYKKQGIALLSRVGESVKHVTGGYKLRSRPLEFAAISDYLDTFALKLGTIDRIAQRIIKEEIEYLVELREYGPVYSTWSALEGELAEPLEG.... The miRNA is hsa-miR-1237-5p with sequence CGGGGGCGGGGCCGAAGCGCG. (3) The protein sequence of the target gene is MAQSPPPQSLLGHDHWIFAQGWGWAGHWDSTSPASSSDSSGSCPCDGARGLPQPQPPSCSSRAAEAAATTPRRARTGPAGGQRQSASEREKLRMRTLARALHELRRFLPPSLAPAGQSLTKIETLRLAIRYIGHLSAVLGLSEESLQCRRRQRGDAGSPWGCPLCPDRGPAEAQTQAEGQGQGQGQGQGQGQGQGQGQGQGQGQGRRPGLVSAVLAEASWGSPSACPGAQAAPERLGRGVHDTDPWATPPYCPKIQSPPYSSQGTTSDASLWTPPQGCPWTQSSPEPRNPPVPWTAAPAT.... Result: 0 (no interaction). The miRNA is mmu-miR-675-3p with sequence CUGUAUGCCCUAACCGCUCAGU. (4) The miRNA is cel-miR-253-5p with sequence CUUUUCACACACCUCACUAACA. The protein sequence of the target gene is MSSEKSGLPDSVPHTSPPPYNAPQPPAEPPIPPPQTAPSSHHHHHHHYHQSGTATLPRLGAGGLASAAASAQRGPSSSATLPRPPHHAPPGPAAGAPPPGCATLPRMPPDPYLQETRFEGPLPPPPPAAAAPPPPAPAPTAQAPGFVVPTHAGAVGTLPLGGYVAPGYPLQLQPCTAYVPVYPVGTPYAGGTPGGPGVTSTLPPPPQGPGLALLEPRRPPHDYMPIAVLTTICCFWPTGIIAIFKAVQVRTALARGDLVSAEIASREARNFSFISLAVGIAAMVLCTILTVVIIIAAQHH.... Result: 0 (no interaction). (5) The miRNA is mmu-miR-871-5p with sequence UAUUCAGAUUAGUGCCAGUCAUG. The protein sequence of the target gene is MEADSPAGPGAPEPLAEGAAAEFSSLLRRIKGKLFTWNILKTIALGQMLSLCICGTAITSQYLAERYKVNTPMLQSFINYCLLFLIYTVMLAFRSGSDNLLVILKRKWWKYILLGLADVEANYVIVRAYQYTTLTSVQLLDCFGIPVLMALSWFILHARYRVIHFIAVAVCLLGVGTMVGADILAGREDNSGSDVLIGDILVLLGASLYAISNVCEEYIVKKLSRQEFLGMVGLFGTIISGIQLLIVEYKDIASIHWDWKIALLFVAFALCMFCLYSFMPLVIKVTSATSVNLGILTADL.... Result: 0 (no interaction). (6) The miRNA is hsa-miR-4505 with sequence AGGCUGGGCUGGGACGGA. The protein sequence of the target gene is MEVPNVKDFQWKRLAPLPSRRVYCSLLETGGQVYAIGGCDDNGVPMDCFEVYSPEADQWTALPRLPTARAGVAVTALGKRIMVIGGVGTNQLPLKVVEMYNIDEGKWKKRSMLREAAMGISVTAKDYRVYAAGGMGLDLRPHNHLQHYDMLKDMWVSLAPMPTPRYAATSFLRGSKIYVLGGRQSKYAVNAFEVFDIETRSWTKFPNIPYKRAFSSFVTLDNHLYSLGGLRQGRLYRQPKFLRTMDVFDMEQGGWLKMERSFFLKKRRADFVAGSLSGRVIVAGGLGNQPTVLETAEAFH.... Result: 1 (interaction). (7) The miRNA is hsa-miR-218-5p with sequence UUGUGCUUGAUCUAACCAUGU. The protein sequence of the target gene is MDIRKFFGVIPSGKKLVSETVKKNEKTKSDEETLKAKKGIKEIKVNSSRKEDDFKQKQPSKKKRIIYDSDSESEETLQVKNAKKPPEKLPVSSKPGKISRQDPVTYISETDEEDDFMCKKAASKSKENGRSTNSHLGTSNMKKNEENTKTKNKPLSPIKLTPTSVLDYFGTGSVQRSNKKMVASKRKELSQNTDESGLNDEAIAKQLQLDEDAELERQLHEDEEFARTLAMLDEEPKTKKARKDTEAGETFSSVQANLSKAEKHKYPHKVKTAQVSDERKSYSPRKQSKYESSKESQQHS.... Result: 1 (interaction).